This data is from B-cell epitopes from IEDB database with 3,159 antigens for binding position prediction. The task is: Token-level Classification. Given an antigen amino acid sequence, predict which amino acid positions are active epitope sites capable of antibody binding. Output is a list of indices for active positions. (1) Given the antigen sequence: MGAQVSTQKTGAHETRLNASGNSIIHYTNINYYKDAASNSANRQDFTQDPGKFTEPVKDIMIKSLPALNSPTVEECGYSDRARSITLGNSTITTQECANVVVGYGVWPDYLKDSEATAEDQPTQPDVATCRFYTLDSVQWQKTSPGWWWKLPDALSNLGLFGQNMQYHYLGRTGYTVHVQCNASKFHQGCLLVVCVPEAEMGCATLDNTPSSAELLGGDTAKEFADKPVASGSNKLVQRVVYNAGMGVGVGNLTIFPHQWINLRTNNSATIVMPYTNSVPMDNMFRHNNVTLMVIPFVPLDYCPGSTTYVPITVTIAPMCAEYNGLRLAGHQGLPTMNTPGSCQFLTSDDFQSPSAMPQYDVTPEMRIPGEVKNLMEIAEVDSVVPVQNVGEKVNSMEAYQIPVRSNEGSGTQVFGFPLQPGYSSVFSRTLLGEILNYYTHWSGSIKLTFMFCGSAMATGKFLLAYSPPGAGAPTKRVDAMLGTHVIWDVGLQSSCVLCI..., which amino acid positions are active epitope sites? The epitope positions are: [778, 779, 780, 781, 782, 783, 784, 785, 786, 787, 788, 789, 790, 791, 792]. The amino acids at these positions are: TLNNMGTLYARHVNA. (2) Given the antigen sequence: MKIFPFLFIFPFLLKLCECSDLNPLDPLAQQSGGGSNNNEGNNNDSTGSSDVTQVDTESNDTSSSSETSQQGKPQPDQPQDQPDQHQQPTQGDTSGQQGPDTPQPIQEPSGPVQPDQTGQGPVEPVDQQQQPTQGDTSGQQGQQPQDQPVQEQDGQDSQGTPEQTPDQSGQQPGPDTPDQPVYQQQPVQQPSGQQQQPQPRPQPQPDQPVDQQQEPPTPEDQPSGPDSPDQPDQHHQPTPAAQPQTQPQPEPQPEPQPEPQPEPQPEPVQEPPEQTPEHTPSKDDASGEVPVKPSEGHMTGAAADGSGQPPDKKTDDDSKGKDGSKSGSGTPSKDKKDSKHTPFHGCGQFFTNTHKVTVIFHWWLCEKPWQYALTLLTLFGFALLSPCLKAYREVLRAKAVRSFIFDCLLTHLFLFLIALCAYALDFLLMLVVMTFNVGVFFAVILGYSVGYVLSSLAYSTLRTQPNRSNSFSRINEDCC, which amino acid positions are active epitope sites? The epitope positions are: [25, 26, 27, 28, 29, 30, 31]. The amino acids at these positions are: DPLAQQS. (3) Given the antigen sequence: MPVPPPPAPPPPPTFALANTEKPTLNKTEQAGRNALLSDISKGKKLKKTVTNDRSAPILDKPKGAGAGGGGGGFGGGGGFGGGGGGGGGGSFGGGGPPGLGGLFQAGMPKLRSTANRDNDSGGSRPPLLPPGGRSTSAKPFSPPSGPGRFPVPSPGHRSGPPEPQRNRMPPPRPDVGSKPDSIPPPVPSTPRPIQSSPHNRGSPPVPGGPRQPSPGPTPPPFPGNRGTALGGGSIRQSPLSSSSPFSNRPPLPPTPSRALDDKPPPPPPPVGNRPSIHREAVPPPPPQNNKPPVPSTPRPSASSQAPPPPPPPSRPGPPPLPPSSSGNDETPRLPQRNLSLSSSTPPLPSPGRSGPLPPPPSERPPPPVRDPPGRSGPLPPPPPVSRNGSTSRALPATPQLPSRSGVDSPRSGPRPPLPPDRPSAGAPPPPPPSTSIRNGFQDSPCEDEWESRFYFHPISDLPPPEPYVQTTKSYPSKLARNESRSGSNRRERGAPPLPP..., which amino acid positions are active epitope sites? The epitope positions are: [12, 13, 14, 15, 16, 17]. The amino acids at these positions are: PTFALA. (4) Given the antigen sequence: MRVRGIRRNCQHLWKWGTMLLGILMICNATENLWVTVYYGVPVWKEATTTLFCASDAKAYDTEVHNVWATHACVPTDPNPQEMELKNVTENFNMWKNNMVEQMHEDIISLWDQSLKPCVKLTPLCVTLNCTDLRNATNTTSSSGETMEGGEMKNCSFNITTSIRDKLQKVYALFYKLDVTPIENDTTSYRLISCNTSVITQACPKISFEPIPIHYCAPAGFAILKCKDTKFNGTGPCTNVSTVQCTHGIKPVVSTQLLLNGSLAEEEVVIRSSNFTDNTKVIIVQLNNSVEINCTRPNNNTRKSIPIGPGRAFYTTGEIIGDIRQAHCNLSGAKWNDALKQIVTKLREQFKNKTIIFNQSSGGDPEIVTHSFNCGGEFFYCNTTKLFNSTWNGTEGSNNTGGENDTITLPCRIKQIVNMWQEVGKAMYAPPIRGQIRCSSNITGLILTRDGGNNNNTNETFRPGGGDMRDNWRSELYKYKVVKIEPLGVAPTRAKRRVVQ..., which amino acid positions are active epitope sites? The epitope positions are: [662, 663, 664, 665, 666, 667, 668, 669, 670, 671, 672, 673, 674, 675, 676, 677, 678, 679, 680, 681... (23 total positions)]. The amino acids at these positions are: NWFDITNWLWYIKLFIMIVGGLV. (5) Given the antigen sequence: MHAIAPRLLLLFVLSGLPGTRGGSGVPGPINPPNSDVVFPGGSPVAQYCYAYPRLDDPGPLGSADAGRQDLPRRVVRHEPLGRSFLTGGLVLLAPPVRGFGAPNATYAARVTYYRLTRACRQPILLRQYGGCRGGEPPSPKTCGSYTYTYQGGGPPTRYALVNASLLVPIWDRAAETFEYQIELGGELHVGLLWVEVGGEGPGPTAPPQAARAEGGPCVPPVPAGRPWRSVPPVWYSAPNPGFRGLRFRERCLPPQTPAAPSDLPRVAFAPQSLLVGITGRTFIRMARPTEDVGVLPPHWAPGALDDGPYAPFPPRPRFRRALRTDPEGVDPDVRAPRTGRRLMALTEDTSSDSPTSAPEKTPLPVSATAMAPSVDPSAEPTAPATTTPPDEMATQAATVAVTPEETAVASPPATASVESSPLPAAAAATPGAGHTNTSSASAAKTPPTTPAPTTPPPTSTHATPRPTTPGPQTTPPGPATPGPVGASAAPTADSPLTAS..., which amino acid positions are active epitope sites? The epitope positions are: [480, 481, 482, 483, 484, 485, 486, 487, 488, 489, 490, 491, 492, 493, 494, 495, 496, 497, 498, 499]. The amino acids at these positions are: TPGPVGASAAPTADSPLTAS. (6) Given the antigen sequence: EVQLLESGGGLVQPGGSLRLSCAASGFTFSSSAMSWVRQAPGKGLEWVAWKYENGNDKHYADSVNGRFTISRNDSKNTLYLLMNSLQAZBTALYYCARDAGPYVSPTFFAHYGQGTLVT, which amino acid positions are active epitope sites? The epitope positions are: [98, 99, 100, 101, 102, 103, 104, 105, 106, 107, 108, 109, 110]. The amino acids at these positions are: DAGPYVSPTFFAH. (7) Given the antigen sequence: MDEEEDGAGAEESGQPRSFTQLNDLSGAGGRQGPGSTEKDPGSADSEAEGLPYPALAPVVFFYLSQDSRPRSWCLRTVCNPWFERVSMLVILLNCVTLGMFRPCEDIACDSQRCRILQAFDDFIFAFFAVEMVVKMVALGIFGKKCYLGDTWNRLDFFIVIAGMLEYSLDLQNVSFSAVRTVRVLRPLRAINRVPSMRILVTLLLDTLPMLGNVLLLCFFVFFIFGIVGVQLWAGLLRNRCFLPENFSLPLSVDLEPYYQTENEDESPFICSQPRENGMRSCRSVPTLRGEGGGGPPCSLDYETYNSSSNTTCVNWNQYYTNCSAGEHNPFKGAINFDNIGYAWIAIFQVITLEGWVDIMYFVMDAHSFYNFIYFILLIIVGSFFMINLCLVVIATQFSETKQRESQLMREQRVRFLSNASTLASFSEPGSCYEELLKYLVYILRKAARRLAQVSRAIGVRAGLLSSPVARSGQEPQPSGSCTRSHRRLSVHHLVHHHHH..., which amino acid positions are active epitope sites? The epitope positions are: [0, 1, 2, 3, 4, 5, 6, 7, 8, 9, 10, 11, 12, 13, 14, 15, 16, 17, 18, 19... (22 total positions)]. The amino acids at these positions are: MDEEEDGAGAEESGQPRSFTQL. (8) Given the antigen sequence: ITCYKTPIITSETCAPGQNLCYTKTWCDAWCGSRGKVIELGCAATCPTVESYQDIKCCSTDNCNPHPKQKRP, which amino acid positions are active epitope sites? The epitope positions are: [27, 28, 29, 30, 31, 32, 33, 34, 35]. The amino acids at these positions are: DAWCGSRGK.